Task: Predict the reactants needed to synthesize the given product.. Dataset: Full USPTO retrosynthesis dataset with 1.9M reactions from patents (1976-2016) (1) The reactants are: [Br:1]N1C(=O)CCC1=O.[CH3:9][S:10][C:11]1[N:12]=[CH:13][C:14]2[CH:19]=[C:18]([C:20]3[CH:25]=[CH:24][C:23]([C:26]4([NH:30][C:31](=[O:37])[O:32][C:33]([CH3:36])([CH3:35])[CH3:34])[CH2:29][CH2:28][CH2:27]4)=[CH:22][CH:21]=3)[O:17][C:15]=2[N:16]=1. Given the product [Br:1][C:19]1[C:14]2[CH:13]=[N:12][C:11]([S:10][CH3:9])=[N:16][C:15]=2[O:17][C:18]=1[C:20]1[CH:21]=[CH:22][C:23]([C:26]2([NH:30][C:31](=[O:37])[O:32][C:33]([CH3:34])([CH3:36])[CH3:35])[CH2:27][CH2:28][CH2:29]2)=[CH:24][CH:25]=1, predict the reactants needed to synthesize it. (2) The reactants are: [Cl:1][C:2]1[C:27]([OH:28])=[CH:26][C:5]2[C:6]([C:9]3[CH:14]=[CH:13][C:12]([O:15][C:16]4[CH:21]=[CH:20][C:19]([Cl:22])=[CH:18][CH:17]=4)=[CH:11][C:10]=3[CH2:23][CH2:24][CH3:25])=[N:7][O:8][C:4]=2[CH:3]=1.[C:29]([O:34]C)(=[O:33])[C@@H:30]([CH3:32])O. Given the product [Cl:1][C:2]1[C:27]([O:28][C@@H:30]([CH3:32])[C:29]([OH:34])=[O:33])=[CH:26][C:5]2[C:6]([C:9]3[CH:14]=[CH:13][C:12]([O:15][C:16]4[CH:17]=[CH:18][C:19]([Cl:22])=[CH:20][CH:21]=4)=[CH:11][C:10]=3[CH2:23][CH2:24][CH3:25])=[N:7][O:8][C:4]=2[CH:3]=1, predict the reactants needed to synthesize it. (3) Given the product [Cl:13][C:4]1[C:5]2[CH:9]=[CH:8][NH:7][C:6]=2[N:1]=[CH:2][N:3]=1, predict the reactants needed to synthesize it. The reactants are: [N:1]1[C:6]2[NH:7][CH:8]=[CH:9][C:5]=2[C:4](O)=[N:3][CH:2]=1.O=P(Cl)(Cl)[Cl:13].C(N(CC)C(C)C)(C)C.[OH-].[Na+]. (4) Given the product [NH2:5][C:6]1[C:15]([N+:16]([O-:18])=[O:17])=[CH:14][C:9]([C:10]([O:12][CH3:13])=[O:11])=[C:8]([CH2:19][O:20][CH3:21])[CH:7]=1, predict the reactants needed to synthesize it. The reactants are: C([NH:5][C:6]1[C:15]([N+:16]([O-:18])=[O:17])=[CH:14][C:9]([C:10]([O:12][CH3:13])=[O:11])=[C:8]([CH2:19][O:20][CH3:21])[CH:7]=1)(C)(C)C.Cl. (5) The reactants are: [Br:1][C:2]1[CH:3]=[C:4]([N:17]2[C:21]3=[N:22][CH:23]=[CH:24][CH:25]=[C:20]3[C:19]([C:26]([O:28][CH3:29])=[O:27])=[N:18]2)[CH:5]=[C:6]([CH2:8][O:9][Si](C(C)(C)C)(C)C)[CH:7]=1.[F-].C([N+](CCCC)(CCCC)CCCC)CCC. Given the product [Br:1][C:2]1[CH:3]=[C:4]([N:17]2[C:21]3=[N:22][CH:23]=[CH:24][CH:25]=[C:20]3[C:19]([C:26]([O:28][CH3:29])=[O:27])=[N:18]2)[CH:5]=[C:6]([CH2:8][OH:9])[CH:7]=1, predict the reactants needed to synthesize it. (6) The reactants are: [NH2:1][C:2]1[CH:9]=[CH:8][C:7]([NH:10][C:11]2[CH:16]=[CH:15][C:14]([F:17])=[C:13]([Cl:18])[CH:12]=2)=[CH:6][C:3]=1[C:4]#N.[CH2:19]([Mg]Br)[CH3:20].C1C[O:26]CC1. Given the product [NH2:1][C:2]1[CH:9]=[CH:8][C:7]([NH:10][C:11]2[CH:16]=[CH:15][C:14]([F:17])=[C:13]([Cl:18])[CH:12]=2)=[CH:6][C:3]=1[C:4](=[O:26])[CH2:19][CH3:20], predict the reactants needed to synthesize it. (7) Given the product [CH:12]([CH:18]1[NH:1][CH2:2][CH2:3][CH2:4][O:5]1)([CH3:17])[CH3:13], predict the reactants needed to synthesize it. The reactants are: [NH2:1][CH2:2][CH2:3][CH2:4][OH:5].[O-]S([O-])(=O)=O.[Mg+2].[C:12]1([CH3:18])[CH:17]=CC=C[CH:13]=1. (8) Given the product [NH2:12][C:9]1[CH:10]=[CH:11][N:7]([C:3]2[CH:2]=[N:1][CH:6]=[CH:5][CH:4]=2)[N:8]=1, predict the reactants needed to synthesize it. The reactants are: [N:1]1[CH:6]=[CH:5][CH:4]=[C:3]([N:7]2[CH2:11][CH2:10][C:9]([NH2:12])=[N:8]2)[CH:2]=1.